From a dataset of Full USPTO retrosynthesis dataset with 1.9M reactions from patents (1976-2016). Predict the reactants needed to synthesize the given product. (1) Given the product [C:3]([O:19][C:16]([N:1]1[CH2:6][CH2:5][CH2:4][CH:3]([C:7]2[C:15]3[C:10](=[CH:11][CH:12]=[CH:13][CH:14]=3)[NH:9][CH:8]=2)[CH2:2]1)=[O:17])([CH3:7])([CH3:4])[CH3:2], predict the reactants needed to synthesize it. The reactants are: [NH:1]1[CH2:6][CH2:5][CH2:4][CH:3]([C:7]2[C:15]3[C:10](=[CH:11][CH:12]=[CH:13][CH:14]=3)[NH:9][CH:8]=2)[CH2:2]1.[C:16]([O-:19])([O-])=[O:17].[K+].[K+]. (2) The reactants are: [CH2:1]([NH:5][C:6]([NH:8][C:9]1[CH:14]=[CH:13][CH:12]=[C:11]([C:15]#[N:16])[CH:10]=1)=[S:7])[CH2:2][CH2:3][CH3:4].Cl[CH2:18][C:19](OCC)=[O:20].N1C=CC=CC=1. Given the product [CH2:1]([N:5]1[C:19](=[O:20])[CH2:18][S:7][C:6]1=[N:8][C:9]1[CH:10]=[C:11]([CH:12]=[CH:13][CH:14]=1)[C:15]#[N:16])[CH2:2][CH2:3][CH3:4], predict the reactants needed to synthesize it. (3) Given the product [O:7]1[CH2:11][CH2:10][C:9]([CH:12]([OH:18])[CH2:13][OH:14])=[CH:8]1, predict the reactants needed to synthesize it. The reactants are: [H-].[Al+3].[Li+].[H-].[H-].[H-].[O:7]1[CH2:11][CH2:10][C:9]([C:12](=[O:18])[C:13](OCC)=[O:14])=[CH:8]1.O.[OH-].[Na+]. (4) Given the product [ClH:25].[ClH:25].[N:1]1[CH:6]=[CH:5][C:4]([N:7]2[CH2:8][CH2:9][CH:10]([CH2:13][NH2:14])[CH2:11][CH2:12]2)=[CH:3][CH:2]=1, predict the reactants needed to synthesize it. The reactants are: [N:1]1[CH:6]=[CH:5][C:4]([N:7]2[CH2:12][CH2:11][CH:10]([CH2:13][NH:14]C(=O)OC(C)(C)C)[CH2:9][CH2:8]2)=[CH:3][CH:2]=1.C([Cl:25])(=O)C. (5) Given the product [CH2:30]([O:29][C:27]([C:26]1[C:25]([C:37]2[NH:13][C:12]3[CH:11]=[CH:10][C:4]([C:5]([O:7][CH2:8][CH3:9])=[O:6])=[CH:3][C:2]=3[N:1]=2)=[N:24][NH:23][C:22]=1[CH3:20])=[O:28])[C:31]1[CH:32]=[CH:33][CH:34]=[CH:35][CH:36]=1, predict the reactants needed to synthesize it. The reactants are: [NH2:1][C:2]1[CH:3]=[C:4]([CH:10]=[CH:11][C:12]=1[NH2:13])[C:5]([O:7][CH2:8][CH3:9])=[O:6].OS([O-])(=O)=O.[Na+].[CH:20]([C:22]1[C:26]([C:27]([O:29][CH2:30][C:31]2[CH:36]=[CH:35][CH:34]=[CH:33][CH:32]=2)=[O:28])=[C:25]([CH3:37])[NH:24][N:23]=1)=O.C(OCC)(=O)C. (6) Given the product [Cl:20][C:2]1[CH:3]=[C:4]([CH:9]=[C:10]([N+:13]([O-:15])=[O:14])[C:11]=1[CH3:12])[C:5]([O:7][CH3:8])=[O:6], predict the reactants needed to synthesize it. The reactants are: N[C:2]1[CH:3]=[C:4]([CH:9]=[C:10]([N+:13]([O-:15])=[O:14])[C:11]=1[CH3:12])[C:5]([O:7][CH3:8])=[O:6].N([O-])=O.[Na+].[ClH:20]. (7) Given the product [I:8][C:9]1[CH:14]=[CH:13][C:12]([C:15]2[S:16][C:17]3[CH:23]=[C:22]([CH2:25][O:26][CH3:27])[CH:21]=[CH:20][C:18]=3[N:19]=2)=[CH:11][CH:10]=1, predict the reactants needed to synthesize it. The reactants are: [H-].[Na+].CN(C=O)C.[I:8][C:9]1[CH:14]=[CH:13][C:12]([C:15]2[S:16][C:17]3[CH:23]=[C:22](O)[CH:21]=[CH:20][C:18]=3[N:19]=2)=[CH:11][CH:10]=1.[CH3:25][O:26][CH2:27]Cl.